Dataset: Full USPTO retrosynthesis dataset with 1.9M reactions from patents (1976-2016). Task: Predict the reactants needed to synthesize the given product. (1) The reactants are: [OH:1][C:2]1[C:10]2[CH2:9][CH2:8][CH2:7][C:6]=2[C:5]([CH:11]=[O:12])=[CH:4][C:3]=1[CH3:13].F[B-](F)(F)F.[CH2:41]([O:40][C:37]1[CH:38]=[CH:39][C:34]([I+][C:34]2[CH:39]=[CH:38][C:37]([O:40][CH2:41][C:42]3[CH:47]=[CH:46][CH:45]=[CH:44][CH:43]=3)=[C:36]([CH2:48][C:49]3[CH:54]=[CH:53][C:52]([F:55])=[CH:51][CH:50]=3)[CH:35]=2)=[CH:35][C:36]=1[CH2:48][C:49]1[CH:50]=[CH:51][C:52]([F:55])=[CH:53][CH:54]=1)[C:42]1[CH:47]=[CH:46][CH:45]=[CH:44][CH:43]=1. Given the product [CH2:41]([O:40][C:37]1[CH:38]=[CH:39][C:34]([O:1][C:2]2[C:10]3[CH2:9][CH2:8][CH2:7][C:6]=3[C:5]([CH:11]=[O:12])=[CH:4][C:3]=2[CH3:13])=[CH:35][C:36]=1[CH2:48][C:49]1[CH:54]=[CH:53][C:52]([F:55])=[CH:51][CH:50]=1)[C:42]1[CH:43]=[CH:44][CH:45]=[CH:46][CH:47]=1, predict the reactants needed to synthesize it. (2) The reactants are: [C:1]([C:5]1[S:9]/[C:8](=[N:10]\[C:11]([C:13]2[CH:31]=[C:30]([C:32]([F:35])([F:34])[F:33])[CH:29]=[CH:28][C:14]=2[O:15][CH2:16][C@@H:17]2[CH2:20][CH2:19][N:18]2C(OC(C)(C)C)=O)=[O:12])/[N:7]([CH2:36][CH:37]([CH3:39])[CH3:38])[CH:6]=1)([CH3:4])([CH3:3])[CH3:2].FC(F)(F)C(O)=O.O.[C:48]1([CH3:58])[CH:53]=[CH:52][C:51]([S:54]([OH:57])(=[O:56])=[O:55])=[CH:50][CH:49]=1. Given the product [C:48]1([CH3:58])[CH:49]=[CH:50][C:51]([S:54]([OH:57])(=[O:55])=[O:56])=[CH:52][CH:53]=1.[NH:18]1[CH2:19][CH2:20][C@H:17]1[CH2:16][O:15][C:14]1[CH:28]=[CH:29][C:30]([C:32]([F:33])([F:34])[F:35])=[CH:31][C:13]=1[C:11](/[N:10]=[C:8]1\[S:9][C:5]([C:1]([CH3:3])([CH3:4])[CH3:2])=[CH:6][N:7]\1[CH2:36][CH:37]([CH3:38])[CH3:39])=[O:12], predict the reactants needed to synthesize it. (3) The reactants are: [C:1]([O:5][C:6]([N:8]([C:16]1[C:21]([C:22]#[C:23][Si](C)(C)C)=[N:20][C:19]([C:28]2[CH:33]=[CH:32][C:31](=[O:34])[N:30]([CH:35]3[CH2:39][CH2:38][CH2:37][CH2:36]3)[CH:29]=2)=[CH:18][N:17]=1)[C:9](=[O:15])[O:10][C:11]([CH3:14])([CH3:13])[CH3:12])=[O:7])([CH3:4])([CH3:3])[CH3:2].C(=O)([O-])[O-].[Na+].[Na+].O. Given the product [C:1]([O:5][C:6]([N:8]([C:16]1[C:21]([C:22]#[CH:23])=[N:20][C:19]([C:28]2[CH:33]=[CH:32][C:31](=[O:34])[N:30]([CH:35]3[CH2:36][CH2:37][CH2:38][CH2:39]3)[CH:29]=2)=[CH:18][N:17]=1)[C:9](=[O:15])[O:10][C:11]([CH3:13])([CH3:14])[CH3:12])=[O:7])([CH3:2])([CH3:3])[CH3:4], predict the reactants needed to synthesize it.